This data is from Full USPTO retrosynthesis dataset with 1.9M reactions from patents (1976-2016). The task is: Predict the reactants needed to synthesize the given product. (1) Given the product [Cl:46][C:45]1[CH:44]=[CH:43][CH:42]=[C:41]([Cl:47])[C:40]=1[C:33]1[C:32]([CH2:31][O:7][C:8]2[CH:13]=[CH:12][C:11]([C:14]3[CH:15]=[C:16]4[C:21](=[CH:22][CH:23]=3)[N:20]=[C:19]([C:24]([O:26][CH2:27][CH3:28])=[O:25])[CH:18]=[CH:17]4)=[C:10]([CH3:29])[CH:9]=2)=[C:36]([CH:37]([CH3:39])[CH3:38])[O:35][N:34]=1, predict the reactants needed to synthesize it. The reactants are: C(=O)([O-])[O-].[Cs+].[Cs+].[OH:7][C:8]1[CH:13]=[CH:12][C:11]([C:14]2[CH:15]=[C:16]3[C:21](=[CH:22][CH:23]=2)[N:20]=[C:19]([C:24]([O:26][CH2:27][CH3:28])=[O:25])[CH:18]=[CH:17]3)=[C:10]([CH3:29])[CH:9]=1.Cl[CH2:31][C:32]1[C:33]([C:40]2[C:45]([Cl:46])=[CH:44][CH:43]=[CH:42][C:41]=2[Cl:47])=[N:34][O:35][C:36]=1[CH:37]([CH3:39])[CH3:38].O. (2) Given the product [CH2:16]([O:15][C:13](=[O:14])[NH:12][CH:7]1[CH:8]([CH3:11])[CH2:9][O:23][C:6]1=[O:5])[C:17]1[CH:18]=[CH:19][CH:20]=[CH:21][CH:22]=1, predict the reactants needed to synthesize it. The reactants are: C([O:5][C:6](=[O:23])[CH:7]([NH:12][C:13]([O:15][CH2:16][C:17]1[CH:22]=[CH:21][CH:20]=[CH:19][CH:18]=1)=[O:14])[CH:8]([CH3:11])[CH2:9]O)(C)(C)C. (3) Given the product [NH:12]1[C:20]2[C:15](=[CH:16][CH:17]=[C:18](/[CH:21]=[C:5]3/[C:6](=[O:11])[NH:7][C:8]4[C:4]/3=[CH:3][C:2]([Br:1])=[CH:10][CH:9]=4)[CH:19]=2)[CH:14]=[N:13]1, predict the reactants needed to synthesize it. The reactants are: [Br:1][C:2]1[CH:3]=[C:4]2[C:8](=[CH:9][CH:10]=1)[NH:7][C:6](=[O:11])[CH2:5]2.[NH:12]1[C:20]2[C:15](=[CH:16][CH:17]=[C:18]([CH:21]=O)[CH:19]=2)[CH:14]=[N:13]1. (4) The reactants are: [CH3:1][N:2]([CH2:4][C:5]1[CH:14]=[CH:13][C:8]([C:9]([O:11]C)=[O:10])=[CH:7][C:6]=1[O:15][CH3:16])[CH3:3].Cl. Given the product [CH3:3][N:2]([CH2:4][C:5]1[CH:14]=[CH:13][C:8]([C:9]([OH:11])=[O:10])=[CH:7][C:6]=1[O:15][CH3:16])[CH3:1], predict the reactants needed to synthesize it. (5) The reactants are: [Br:1][C:2]1([Br:20])[C:4]2([CH2:8][C@@H:7]([C:9]([O:11]C)=[O:10])[N:6]([C:13]([O:15][C:16]([CH3:19])([CH3:18])[CH3:17])=[O:14])[CH2:5]2)[CH2:3]1. Given the product [Br:20][C:2]1([Br:1])[C:4]2([CH2:8][C@@H:7]([C:9]([OH:11])=[O:10])[N:6]([C:13]([O:15][C:16]([CH3:18])([CH3:17])[CH3:19])=[O:14])[CH2:5]2)[CH2:3]1, predict the reactants needed to synthesize it. (6) Given the product [OH:1][C:2]1[CH:24]=[CH:23][C:22]([C:28]2[CH:33]=[CH:32][CH:31]=[CH:30][CH:29]=2)=[CH:21][C:3]=1[C:4]([NH:6][C:7]1[CH:12]=[C:11]([C:13]([F:16])([F:15])[F:14])[CH:10]=[C:9]([C:17]([F:20])([F:19])[F:18])[CH:8]=1)=[O:5], predict the reactants needed to synthesize it. The reactants are: [OH:1][C:2]1[CH:24]=[CH:23][C:22](I)=[CH:21][C:3]=1[C:4]([NH:6][C:7]1[CH:12]=[C:11]([C:13]([F:16])([F:15])[F:14])[CH:10]=[C:9]([C:17]([F:20])([F:19])[F:18])[CH:8]=1)=[O:5].OB(O)[C:28]1[CH:33]=[CH:32][CH:31]=[CH:30][CH:29]=1.C(=O)([O-])[O-].[Na+].[Na+].Cl.